The task is: Predict the reactants needed to synthesize the given product.. This data is from Full USPTO retrosynthesis dataset with 1.9M reactions from patents (1976-2016). (1) Given the product [Cl:1][C:2]1[CH:7]=[CH:6][C:5]([CH:8]2[CH:13]([OH:14])[CH:12]([OH:15])[CH:11]([OH:16])[CH:10]([CH2:17][O:18][C:19]3[CH:24]=[CH:23][CH:22]=[C:21]([NH2:25])[CH:20]=3)[O:9]2)=[CH:4][C:3]=1[CH2:28][C:29]1[CH:30]=[CH:31][C:32]([O:35][CH2:36][CH3:37])=[CH:33][CH:34]=1, predict the reactants needed to synthesize it. The reactants are: [Cl:1][C:2]1[CH:7]=[CH:6][C:5]([C@H:8]2[C@H:13]([OH:14])[C@@H:12]([OH:15])[C@H:11]([OH:16])[C@@H:10]([CH2:17][O:18][C:19]3[CH:24]=[CH:23][CH:22]=[C:21]([N+:25]([O-])=O)[CH:20]=3)[O:9]2)=[CH:4][C:3]=1[CH2:28][C:29]1[CH:34]=[CH:33][C:32]([O:35][CH2:36][CH3:37])=[CH:31][CH:30]=1. (2) Given the product [Cl:20][C:6]1[CH:5]=[N:4][CH:3]=[C:2]([Cl:1])[C:7]=1[S:8][C:9]1[S:13][C:12]([C:14]([NH:27][CH2:26][C:25]2[CH:28]=[CH:29][C:30]([O:31][CH3:32])=[C:23]([O:22][CH3:21])[CH:24]=2)=[O:16])=[CH:11][C:10]=1[N+:17]([O-:19])=[O:18], predict the reactants needed to synthesize it. The reactants are: [Cl:1][C:2]1[CH:3]=[N:4][CH:5]=[C:6]([Cl:20])[C:7]=1[S:8][C:9]1[S:13][C:12]([C:14]([OH:16])=O)=[CH:11][C:10]=1[N+:17]([O-:19])=[O:18].[CH3:21][O:22][C:23]1[CH:24]=[C:25]([CH:28]=[CH:29][C:30]=1[O:31][CH3:32])[CH2:26][NH2:27]. (3) Given the product [NH2:18][C:19]1[CH:24]=[C:23]([C:2]2[CH:3]=[C:4]([NH:9][C:10]3[N:15]=[C:14]([O:16][CH3:17])[CH:13]=[CH:12][N:11]=3)[CH:5]=[C:6]([CH3:8])[CH:7]=2)[CH:22]=[CH:21][N:20]=1, predict the reactants needed to synthesize it. The reactants are: Br[C:2]1[CH:3]=[C:4]([NH:9][C:10]2[N:15]=[C:14]([O:16][CH3:17])[CH:13]=[CH:12][N:11]=2)[CH:5]=[C:6]([CH3:8])[CH:7]=1.[NH2:18][C:19]1[CH:24]=[C:23](B(O)O)[CH:22]=[CH:21][N:20]=1.C(=O)([O-])[O-].[Na+].[Na+]. (4) Given the product [NH:35]1[CH2:36][CH:33]([CH2:32][N:29]2[C:9]3[N:10]=[C:11]([C:13]4[CH:14]=[CH:15][C:16]([NH:19][C:20]([NH:21][C:22]5[CH:27]=[CH:26][CH:25]=[CH:24][CH:23]=5)=[O:28])=[CH:17][CH:18]=4)[N:12]=[C:7]([N:1]4[CH2:6][CH2:5][O:4][CH2:3][CH2:2]4)[C:8]=3[N:31]=[N:30]2)[CH2:34]1, predict the reactants needed to synthesize it. The reactants are: [N:1]1([C:7]2[C:8]3[N:31]=[N:30][N:29]([CH2:32][CH:33]4[CH2:36][N:35](C(OC(C)(C)C)=O)[CH2:34]4)[C:9]=3[N:10]=[C:11]([C:13]3[CH:18]=[CH:17][C:16]([NH:19][C:20](=[O:28])[NH:21][C:22]4[CH:27]=[CH:26][CH:25]=[CH:24][CH:23]=4)=[CH:15][CH:14]=3)[N:12]=2)[CH2:6][CH2:5][O:4][CH2:3][CH2:2]1.C(O)(C(F)(F)F)=O.[OH-].[Na+]. (5) Given the product [C:28]1([C:6]2[C:7]([C:13]3[CH:27]=[CH:26][C:16]([CH2:17][NH2:18])=[CH:15][CH:14]=3)=[N:8][C:9]3[CH:10]=[CH:11][N:12]4[C:44]([C:45]5[CH:50]=[CH:49][N:48]=[CH:47][CH:46]=5)=[N:2][N:1]=[C:3]4[C:4]=3[CH:5]=2)[CH:33]=[CH:32][CH:31]=[CH:30][CH:29]=1, predict the reactants needed to synthesize it. The reactants are: [NH:1]([C:3]1[N:12]=[CH:11][CH:10]=[C:9]2[C:4]=1[CH:5]=[C:6]([C:28]1[CH:33]=[CH:32][CH:31]=[CH:30][CH:29]=1)[C:7]([C:13]1[CH:27]=[CH:26][C:16]([CH2:17][NH:18]C(=O)OC(C)(C)C)=[CH:15][CH:14]=1)=[N:8]2)[NH2:2].C1C=CC2N(O)N=NC=2C=1.[C:44](O)(=O)[C:45]1[CH:50]=[CH:49][N:48]=[CH:47][CH:46]=1.CCN(C(C)C)C(C)C.C(Cl)CCl.